Dataset: Full USPTO retrosynthesis dataset with 1.9M reactions from patents (1976-2016). Task: Predict the reactants needed to synthesize the given product. (1) Given the product [C:14]1([CH:20]([CH3:25])[CH2:21][C:22]([O:7][C:1]2[CH:6]=[CH:5][CH:4]=[CH:3][CH:2]=2)=[O:23])[CH:19]=[CH:18][CH:17]=[CH:16][CH:15]=1, predict the reactants needed to synthesize it. The reactants are: [C:1]1([OH:7])[CH:6]=[CH:5][CH:4]=[CH:3][CH:2]=1.N1C=CC=CC=1.[C:14]1([CH:20]([CH3:25])[CH2:21][C:22](Cl)=[O:23])[CH:19]=[CH:18][CH:17]=[CH:16][CH:15]=1.Cl. (2) Given the product [CH2:1]([O:8][C:9]1[C:18]([CH2:19][OH:20])=[CH:17][CH:16]=[C:15]2[C:10]=1[CH:11]=[CH:12][CH:13]=[N:14]2)[C:2]1[CH:7]=[CH:6][CH:5]=[CH:4][CH:3]=1, predict the reactants needed to synthesize it. The reactants are: [CH2:1]([O:8][C:9]1[C:18]([CH:19]=[O:20])=[CH:17][CH:16]=[C:15]2[C:10]=1[CH:11]=[CH:12][CH:13]=[N:14]2)[C:2]1[CH:7]=[CH:6][CH:5]=[CH:4][CH:3]=1.[BH4-].[Na+]. (3) Given the product [C:28]([O:32][C:33]([N:35]1[CH2:40][CH2:39][N:38]([C:11](=[O:12])[C:10]2[CH:9]=[C:8]([O:7][C:6]3[CH:26]=[CH:27][C:3]([C:1]#[N:2])=[CH:4][CH:5]=3)[CH:16]=[C:15]([O:17][C:18]3[CH:23]=[CH:22][C:21]([C:24]#[N:25])=[CH:20][CH:19]=3)[CH:14]=2)[CH2:37][CH2:36]1)=[O:34])([CH3:31])([CH3:29])[CH3:30], predict the reactants needed to synthesize it. The reactants are: [C:1]([C:3]1[CH:27]=[CH:26][C:6]([O:7][C:8]2[CH:9]=[C:10]([CH:14]=[C:15]([O:17][C:18]3[CH:23]=[CH:22][C:21]([C:24]#[N:25])=[CH:20][CH:19]=3)[CH:16]=2)[C:11](O)=[O:12])=[CH:5][CH:4]=1)#[N:2].[C:28]([O:32][C:33]([N:35]1[CH2:40][CH2:39][NH:38][CH2:37][CH2:36]1)=[O:34])([CH3:31])([CH3:30])[CH3:29]. (4) Given the product [Cl:11][C:4]1[N:3]=[C:2]([NH:19][CH2:20][CH2:21][NH:22][C:23]2[CH:30]=[CH:29][C:26]([C:27]#[N:28])=[CH:25][N:24]=2)[N:7]2[N:8]=[CH:9][N:10]=[C:6]2[CH:5]=1, predict the reactants needed to synthesize it. The reactants are: Cl[C:2]1[N:7]2[N:8]=[CH:9][N:10]=[C:6]2[CH:5]=[C:4]([Cl:11])[N:3]=1.FC(F)(F)C(O)=O.[NH2:19][CH2:20][CH2:21][NH:22][C:23]1[CH:30]=[CH:29][C:26]([C:27]#[N:28])=[CH:25][N:24]=1.CCN(C(C)C)C(C)C.O. (5) Given the product [Br:19][C:10]1[CH:11]=[CH:12][C:13]([C:15]([F:16])([F:17])[F:18])=[CH:14][C:9]=1[CH2:8][N:7]([CH2:6][C:5]1[CH:20]=[C:21]([C:23]([F:26])([F:25])[F:24])[CH:22]=[C:3]([C:2]([F:27])([F:1])[F:28])[CH:4]=1)[C:35]#[N:34], predict the reactants needed to synthesize it. The reactants are: [F:1][C:2]([F:28])([F:27])[C:3]1[CH:4]=[C:5]([CH:20]=[C:21]([C:23]([F:26])([F:25])[F:24])[CH:22]=1)[CH2:6][NH:7][CH2:8][C:9]1[CH:14]=[C:13]([C:15]([F:18])([F:17])[F:16])[CH:12]=[CH:11][C:10]=1[Br:19].C([O-])(=O)C.[Na+].[N:34]#[C:35]Br.O.